Dataset: Reaction yield outcomes from USPTO patents with 853,638 reactions. Task: Predict the reaction yield, written as a fraction of the theoretical maximum amount of product (1.0 means a 100% yield; for example, 0.34 means a 34% yield). (1) The reactants are [ClH:1].[C:2]12([CH2:12][CH2:13][N:14]([CH2:27][CH2:28][C:29]([O:31]C(C)(C)C)=O)[C:15]([NH:17][CH2:18][CH2:19][CH2:20][C:21]3[CH:26]=[CH:25][N:24]=[CH:23][CH:22]=3)=[O:16])[CH2:11][CH:6]3[CH2:7][CH:8]([CH2:10][CH:4]([CH2:5]3)[CH2:3]1)[CH2:9]2.C(OCC)(=O)C. The catalyst is O1CCOCC1. The product is [ClH:1].[C:2]12([CH2:12][CH2:13][N:14]3[CH2:27][CH2:28][C:29](=[O:31])[N:17]([CH2:18][CH2:19][CH2:20][C:21]4[CH:26]=[CH:25][N:24]=[CH:23][CH:22]=4)[C:15]3=[O:16])[CH2:9][CH:8]3[CH2:7][CH:6]([CH2:5][CH:4]([CH2:10]3)[CH2:3]1)[CH2:11]2. The yield is 0.790. (2) The reactants are [Br:1][C:2]1[C:11]2[C:6](=[CH:7][CH:8]=[CH:9][CH:10]=2)[C:5]([C:12](=[O:16])[CH:13]=[N+]=[N-])=[CH:4][CH:3]=1.[BrH:17].C([O-])(O)=O.[Na+]. The catalyst is C(OCC)(=O)C. The product is [Br:17][CH2:13][C:12]([C:5]1[C:6]2[C:11](=[CH:10][CH:9]=[CH:8][CH:7]=2)[C:2]([Br:1])=[CH:3][CH:4]=1)=[O:16]. The yield is 0.510. (3) The catalyst is C1C=CC([P]([Pd]([P](C2C=CC=CC=2)(C2C=CC=CC=2)C2C=CC=CC=2)([P](C2C=CC=CC=2)(C2C=CC=CC=2)C2C=CC=CC=2)[P](C2C=CC=CC=2)(C2C=CC=CC=2)C2C=CC=CC=2)(C2C=CC=CC=2)C2C=CC=CC=2)=CC=1. The product is [F:33][C:32]([F:35])([F:34])[C:30]([C:2]1[CH:7]=[CH:6][C:5]([NH:8][C:9](=[O:15])[O:10][C:11]([CH3:14])([CH3:13])[CH3:12])=[CH:4][CH:3]=1)=[CH2:31]. The reactants are Br[C:2]1[CH:7]=[CH:6][C:5]([NH:8][C:9](=[O:15])[O:10][C:11]([CH3:14])([CH3:13])[CH3:12])=[CH:4][CH:3]=1.C(=O)([O-])[O-].[K+].[K+].CC1(C)CC(C)OB([C:30]([C:32]([F:35])([F:34])[F:33])=[CH2:31])O1. The yield is 0.694. (4) The reactants are Br[C:2]1[CH:3]=[CH:4][C:5]([N+:12]([O-:14])=[O:13])=[C:6]2[C:11]=1[N:10]=[CH:9][CH:8]=[CH:7]2.[OH-].[NH4+].[CH3:17][N:18](C=O)C. The catalyst is [C-]#N.[Zn+2].[C-]#N.C1(P([C-]2C=CC=C2)C2C=CC=CC=2)C=CC=CC=1.[C-]1(P(C2C=CC=CC=2)C2C=CC=CC=2)C=CC=C1.[Fe+2]. The product is [N+:12]([C:5]1[CH:4]=[CH:3][C:2]([C:17]#[N:18])=[C:11]2[C:6]=1[CH:7]=[CH:8][CH:9]=[N:10]2)([O-:14])=[O:13]. The yield is 0.510. (5) The reactants are [N:1]([C:4]1[CH:36]=[CH:35][C:7]2[NH:8][C:9]([C:14]3[C:15](=[O:34])[N:16]([CH2:26][C:27]4[CH:32]=[CH:31][C:30]([F:33])=[CH:29][CH:28]=4)[C@@H:17]4[C@H:22]([C:23]=3[OH:24])[C@@H:21]3[CH2:25][C@H:18]4[CH2:19][CH2:20]3)=[N:10][S:11](=[O:13])(=[O:12])[C:6]=2[CH:5]=1)=[N+]=[N-]. The catalyst is CO.C(OCC)(=O)C.[Pd]. The product is [NH2:1][C:4]1[CH:36]=[CH:35][C:7]2[NH:8][C:9]([C:14]3[C:15](=[O:34])[N:16]([CH2:26][C:27]4[CH:28]=[CH:29][C:30]([F:33])=[CH:31][CH:32]=4)[C@@H:17]4[C@H:22]([C:23]=3[OH:24])[C@@H:21]3[CH2:25][C@H:18]4[CH2:19][CH2:20]3)=[N:10][S:11](=[O:12])(=[O:13])[C:6]=2[CH:5]=1. The yield is 0.480. (6) The reactants are CN.[NH2:3][C:4]1[C:12]2[O:11][CH2:10][O:9][C:8]=2[CH:7]=[CH:6][C:5]=1[C:13]([OH:15])=O.C[CH2:17][N:18](C(C)C)C(C)C. The catalyst is C(#N)C. The product is [NH2:3][C:4]1[C:12]2[O:11][CH2:10][O:9][C:8]=2[CH:7]=[CH:6][C:5]=1[C:13]([NH:18][CH3:17])=[O:15]. The yield is 0.820.